This data is from Reaction yield outcomes from USPTO patents with 853,638 reactions. The task is: Predict the reaction yield, written as a fraction of the theoretical maximum amount of product (1.0 means a 100% yield; for example, 0.34 means a 34% yield). (1) The reactants are [CH2:1]([C:5]1[N:10]2[N:11]=[CH:12][N:13]=[C:9]2[NH:8][C:7](=[O:14])[C:6]=1[CH2:15][C:16]1[C:21]([F:22])=[CH:20][C:19]([C:23]2[C:24]([C:29]#[N:30])=[CH:25][CH:26]=[CH:27][CH:28]=2)=[CH:18][C:17]=1[F:31])[CH2:2][CH2:3][CH3:4].Cl[CH2:33][O:34][CH3:35].C(=O)([O-])[O-].[K+].[K+].CN(C)C=O. The catalyst is C(OCC)(=O)C. The product is [CH2:1]([C:5]1[N:10]2[N:11]=[CH:12][N:13]=[C:9]2[N:8]([CH2:33][O:34][CH3:35])[C:7](=[O:14])[C:6]=1[CH2:15][C:16]1[C:21]([F:22])=[CH:20][C:19]([C:23]2[C:24]([C:29]#[N:30])=[CH:25][CH:26]=[CH:27][CH:28]=2)=[CH:18][C:17]=1[F:31])[CH2:2][CH2:3][CH3:4]. The yield is 0.790. (2) The reactants are [Cl:1][C:2]1[N:3]=[C:4]([C:9]([NH:11][C@@H:12]2[CH2:17][CH2:16][N:15]([C:18](OC(C)(C)C)=O)[CH2:14][C@H:13]2[F:25])=[O:10])[NH:5][C:6]=1[CH2:7][CH3:8].Cl.O1CCOCC1.BrC1[S:35][C:36]([C:40]([O:42][CH2:43][CH3:44])=[O:41])=[C:37]([CH3:39])[N:38]=1.C(=O)([O-])[O-].[Na+].[Na+]. No catalyst specified. The product is [Cl:1][C:2]1[N:3]=[C:4]([C:9]([NH:11][C@@H:12]2[CH2:17][CH2:16][N:15]([C:18]3[S:35][C:36]([C:40]([O:42][CH2:43][CH3:44])=[O:41])=[C:37]([CH3:39])[N:38]=3)[CH2:14][C@H:13]2[F:25])=[O:10])[NH:5][C:6]=1[CH2:7][CH3:8]. The yield is 0.820. (3) The reactants are Br[C:2]1[C:11]2[C:6](=[CH:7][CH:8]=[C:9]([C:12]3[CH:13]=[N:14][N:15]([CH3:17])[CH:16]=3)[CH:10]=2)[C:5](=[O:18])[N:4]([CH3:19])[CH:3]=1.[F:20][C:21]1[CH:27]=[CH:26][C:24]([NH2:25])=[CH:23][C:22]=1B1OC(C)(C)C(C)(C)O1.[O-]P([O-])([O-])=O.[K+].[K+].[K+]. The catalyst is O1CCOCC1.C1C=CC(P(C2C=CC=CC=2)[C-]2C=CC=C2)=CC=1.C1C=CC(P(C2C=CC=CC=2)[C-]2C=CC=C2)=CC=1.Cl[Pd]Cl.[Fe+2]. The product is [NH2:25][C:24]1[CH:23]=[CH:22][C:21]([F:20])=[C:27]([C:2]2[C:11]3[C:6](=[CH:7][CH:8]=[C:9]([C:12]4[CH:13]=[N:14][N:15]([CH3:17])[CH:16]=4)[CH:10]=3)[C:5](=[O:18])[N:4]([CH3:19])[CH:3]=2)[CH:26]=1. The yield is 0.640. (4) The reactants are [C:1]1([C:7]([O:9][C@H:10]2[CH2:20][O:19][C@H:12]3[C@H:13]([OH:18])[C@H:14]([O:17][C@@H:11]23)[O:15][CH3:16])=[O:8])[CH:6]=[CH:5][CH:4]=[CH:3][CH:2]=1.[CH3:21]I. The catalyst is CN(C=O)C.C(OCC)(=O)C.[Ag-]=O. The product is [CH3:21][O:18][C@H:13]1[C@@H:12]2[O:19][CH2:20][C@H:10]([O:9][C:7]([C:1]3[CH:2]=[CH:3][CH:4]=[CH:5][CH:6]=3)=[O:8])[C@@H:11]2[O:17][C@@H:14]1[O:15][CH3:16]. The yield is 0.760.